Dataset: hERG potassium channel inhibition data for cardiac toxicity prediction from Karim et al.. Task: Regression/Classification. Given a drug SMILES string, predict its toxicity properties. Task type varies by dataset: regression for continuous values (e.g., LD50, hERG inhibition percentage) or binary classification for toxic/non-toxic outcomes (e.g., AMES mutagenicity, cardiotoxicity, hepatotoxicity). Dataset: herg_karim. (1) The compound is COc1c(N2C[C@@H]3CCCN[C@@H]3C2)c(F)cc2c(=O)c(C(=O)O)cn(C3CC3)c12. The result is 0 (non-blocker). (2) The result is 0 (non-blocker). The compound is Cc1oc(=O)oc1CN1CCN(c2cc3c(cc2F)c(=O)c(C(=O)O)c2n3C(C)S2)CC1. (3) The compound is CNC(=O)c1ccc(Nc2cc(Nc3ccccc3S(=O)(=O)C(C)C)c3cc[nH]c3n2)nc1. The result is 0 (non-blocker).